From a dataset of Full USPTO retrosynthesis dataset with 1.9M reactions from patents (1976-2016). Predict the reactants needed to synthesize the given product. The reactants are: [F:1][C:2]1[CH:7]=[C:6]([F:8])[CH:5]=[CH:4][C:3]=1[C:9](=[CH2:26])[CH2:10][CH2:11][C:12]([N:14]1[C@H:18]([C:19]2[CH:24]=[CH:23][CH:22]=[CH:21][CH:20]=2)[CH2:17][O:16][C:15]1=[O:25])=[O:13].C(N(C(C)C)CC)(C)C.[O:36]1[CH2:41]CCOO1.[Cl-].[NH4+]. Given the product [F:1][C:2]1[CH:7]=[C:6]([F:8])[CH:5]=[CH:4][C:3]=1[C:9](=[CH2:26])[CH2:10][C@@H:11]([CH2:41][OH:36])[C:12]([N:14]1[C@H:18]([C:19]2[CH:24]=[CH:23][CH:22]=[CH:21][CH:20]=2)[CH2:17][O:16][C:15]1=[O:25])=[O:13], predict the reactants needed to synthesize it.